Dataset: Forward reaction prediction with 1.9M reactions from USPTO patents (1976-2016). Task: Predict the product of the given reaction. (1) Given the reactants [F:1][C:2]1[C:3]([NH:17][C:18](=O)[CH3:19])=[N:4][C:5]([O:8][CH2:9][C:10]2[CH:15]=[CH:14][C:13]([F:16])=[CH:12][CH:11]=2)=[N:6][CH:7]=1.COC1C=CC(P2(SP(C3C=CC(OC)=CC=3)(=S)S2)=[S:30])=CC=1, predict the reaction product. The product is: [F:1][C:2]1[C:3]([NH:17][C:18](=[S:30])[CH3:19])=[N:4][C:5]([O:8][CH2:9][C:10]2[CH:15]=[CH:14][C:13]([F:16])=[CH:12][CH:11]=2)=[N:6][CH:7]=1. (2) Given the reactants C[O:2][C:3]([C:5]1[CH:6]=[CH:7][C:8]([C:11]([OH:13])=O)=[N:9][CH:10]=1)=[O:4].CCN(C(C)C)C(C)C.CN(C(ON1N=NC2C=CC=NC1=2)=[N+](C)C)C.F[P-](F)(F)(F)(F)F.Cl.[F:48][C:49]([F:69])([F:68])[C:50]1[CH:55]=[CH:54][C:53]([C@@H:56]([C:58]2[C:63]([C:64]([F:67])([F:66])[F:65])=[CH:62][CH:61]=[CH:60][N:59]=2)[NH2:57])=[CH:52][CH:51]=1, predict the reaction product. The product is: [F:68][C:49]([F:48])([F:69])[C:50]1[CH:51]=[CH:52][C:53]([C@H:56]([NH:57][C:11]([C:8]2[CH:7]=[CH:6][C:5]([C:3]([OH:2])=[O:4])=[CH:10][N:9]=2)=[O:13])[C:58]2[C:63]([C:64]([F:65])([F:66])[F:67])=[CH:62][CH:61]=[CH:60][N:59]=2)=[CH:54][CH:55]=1. (3) Given the reactants [CH3:1][N:2]1[C:10]2[C:5](=[CH:6][CH:7]=[CH:8][C:9]=2[O:11][C:12]2[CH:17]=[CH:16][N:15]=[CH:14][CH:13]=2)[CH:4]=[C:3]1[C:18]([OH:20])=O.CCN([CH:27]([CH3:29])[CH3:28])C(C)C.CN(C(O[N:38]1N=N[C:40]2[CH:41]=[CH:42][CH:43]=[N:44][C:39]1=2)=[N+](C)C)C.F[P-](F)(F)(F)(F)F.[CH:54]1C=NC2N(O)N=NC=2C=1.C[O:65][C:66]1[CH:71]=[CH:70][C:69](N)=CC=1.C[CH2:74][O:75][C:76](C)=O, predict the reaction product. The product is: [C:27]([C:41]1[CH:40]=[C:39]([N:38]2[CH2:69][CH2:70][CH2:71][C:66]2=[O:65])[C:74]([O:75][CH3:76])=[C:43]([NH:44][C:18]([C:3]2[N:2]([CH3:1])[C:10]3[C:5]([CH:4]=2)=[CH:6][CH:7]=[CH:8][C:9]=3[O:11][C:12]2[CH:13]=[CH:14][N:15]=[CH:16][CH:17]=2)=[O:20])[CH:42]=1)([CH3:29])([CH3:54])[CH3:28]. (4) Given the reactants Br[C:2]1[CH:3]=[N:4][C:5]([O:8][CH3:9])=[N:6][CH:7]=1.[C:10]([C:12]1[CH2:13][CH2:14][N:15]([C:18]([O:20][C:21]([CH3:24])([CH3:23])[CH3:22])=[O:19])[CH2:16][CH:17]=1)#[CH:11].C(NC(C)C)(C)C, predict the reaction product. The product is: [CH3:9][O:8][C:5]1[N:4]=[CH:3][C:2]([C:11]#[C:10][C:12]2[CH2:17][CH2:16][N:15]([C:18]([O:20][C:21]([CH3:24])([CH3:23])[CH3:22])=[O:19])[CH2:14][CH:13]=2)=[CH:7][N:6]=1. (5) Given the reactants [F:1][C:2]1[CH:3]=[C:4]([CH:6]=[CH:7][C:8]=1[F:9])[NH2:5].C(=O)(O)[O-].[Na+].[I:15]I.S([O-])([O-])(=O)=S.[Na+].[Na+], predict the reaction product. The product is: [F:9][C:8]1[C:2]([F:1])=[CH:3][C:4]([NH2:5])=[C:6]([I:15])[CH:7]=1. (6) Given the reactants [CH2:1]([C@@:5]1([CH2:27][CH3:28])[NH:11][C@H:10]([C:12]2[CH:17]=[CH:16][CH:15]=[CH:14][CH:13]=2)[C:9]2[CH:18]=[C:19]([OH:24])[C:20]([O:22][CH3:23])=[CH:21][C:8]=2[S:7](=[O:26])(=[O:25])[CH2:6]1)[CH2:2][CH2:3][CH3:4].N1C=CC=CC=1.[S:35](O[S:35]([C:38]([F:41])([F:40])[F:39])(=[O:37])=[O:36])([C:38]([F:41])([F:40])[F:39])(=[O:37])=[O:36], predict the reaction product. The product is: [F:39][C:38]([F:41])([F:40])[S:35]([O:24][C:19]1[C:20]([O:22][CH3:23])=[CH:21][C:8]2[S:7](=[O:26])(=[O:25])[CH2:6][C@:5]([CH2:1][CH2:2][CH2:3][CH3:4])([CH2:27][CH3:28])[NH:11][C@H:10]([C:12]3[CH:13]=[CH:14][CH:15]=[CH:16][CH:17]=3)[C:9]=2[CH:18]=1)(=[O:37])=[O:36]. (7) Given the reactants C[O:2][C:3](=O)[CH2:4][C:5](=O)[CH3:6].Br[CH2:10][C:11]([C:13]1[CH:18]=[C:17]([Cl:19])[C:16]([CH3:20])=[CH:15][C:14]=1[O:21][CH3:22])=O.[CH:23]1([CH2:26][NH2:27])[CH2:25][CH2:24]1.[CH:28]1([NH2:34])[CH2:33][CH2:32][CH2:31][CH2:30][CH2:29]1, predict the reaction product. The product is: [CH:28]1([NH:34][C:3]([C:4]2[CH:10]=[C:11]([C:13]3[CH:18]=[C:17]([Cl:19])[C:16]([CH3:20])=[CH:15][C:14]=3[O:21][CH3:22])[N:27]([CH2:26][CH:23]3[CH2:25][CH2:24]3)[C:5]=2[CH3:6])=[O:2])[CH2:33][CH2:32][CH2:31][CH2:30][CH2:29]1. (8) Given the reactants [CH3:1][NH:2][CH3:3].Cl[C:5]([C:7]1[CH:16]=[CH:15][C:10]([C:11]([O:13][CH3:14])=[O:12])=[CH:9][CH:8]=1)=[O:6], predict the reaction product. The product is: [CH3:1][N:2]([CH3:3])[C:5]([C:7]1[CH:16]=[CH:15][C:10]([C:11]([O:13][CH3:14])=[O:12])=[CH:9][CH:8]=1)=[O:6]. (9) Given the reactants [CH:1]([C:3]1[CH:11]=[C:10]2[C:6]([CH:7]=[N:8][NH:9]2)=[CH:5][CH:4]=1)=O.[C:12]([CH2:14][C:15]([NH:17][CH:18]([CH3:20])C)=[O:16])#[N:13].[CH2:21]1CCN2C(=NCCC2)C[CH2:22]1, predict the reaction product. The product is: [NH:9]1[C:10]2[C:6](=[CH:5][CH:4]=[C:3]([CH:1]=[C:14]([C:15]([N:17]3[CH2:18][CH2:20][CH2:22][CH2:21]3)=[O:16])[C:12]#[N:13])[CH:11]=2)[CH:7]=[N:8]1.